This data is from Catalyst prediction with 721,799 reactions and 888 catalyst types from USPTO. The task is: Predict which catalyst facilitates the given reaction. Reactant: [CH2:1]([C@@:4]1([CH3:30])[CH2:9][C@H:8]([C:10]2[CH:15]=[CH:14][CH:13]=[C:12]([Cl:16])[CH:11]=2)[C@@H:7]([C:17]2[CH:22]=[CH:21][C:20]([Cl:23])=[CH:19][CH:18]=2)[N:6]([C@@H:24]([CH2:27][CH3:28])[CH2:25][OH:26])[C:5]1=[O:29])[CH:2]=[CH2:3].[H-].[Na+].I[CH3:34]. Product: [CH2:1]([C@@:4]1([CH3:30])[CH2:9][C@H:8]([C:10]2[CH:15]=[CH:14][CH:13]=[C:12]([Cl:16])[CH:11]=2)[C@@H:7]([C:17]2[CH:18]=[CH:19][C:20]([Cl:23])=[CH:21][CH:22]=2)[N:6]([C@@H:24]([CH2:27][CH3:28])[CH2:25][O:26][CH3:34])[C:5]1=[O:29])[CH:2]=[CH2:3]. The catalyst class is: 1.